Dataset: Catalyst prediction with 721,799 reactions and 888 catalyst types from USPTO. Task: Predict which catalyst facilitates the given reaction. Reactant: Cl[C:2]1[C:7]([N+:8]([O-:10])=[O:9])=[CH:6][C:5]([I:11])=[CH:4][N:3]=1.Cl.[NH2:13][CH2:14][C:15]([O:17][CH3:18])=[O:16].C(N(CC)CC)C. Product: [I:11][C:5]1[CH:6]=[C:7]([N+:8]([O-:10])=[O:9])[C:2]([NH:13][CH2:14][C:15]([O:17][CH3:18])=[O:16])=[N:3][CH:4]=1. The catalyst class is: 8.